Dataset: NCI-60 drug combinations with 297,098 pairs across 59 cell lines. Task: Regression. Given two drug SMILES strings and cell line genomic features, predict the synergy score measuring deviation from expected non-interaction effect. (1) Drug 1: CCCCCOC(=O)NC1=NC(=O)N(C=C1F)C2C(C(C(O2)C)O)O. Drug 2: C1C(C(OC1N2C=NC3=C2NC=NCC3O)CO)O. Cell line: MDA-MB-435. Synergy scores: CSS=-3.28, Synergy_ZIP=3.35, Synergy_Bliss=2.36, Synergy_Loewe=-4.40, Synergy_HSA=-2.56. (2) Drug 1: C1=CC(=CC=C1CCCC(=O)O)N(CCCl)CCCl. Drug 2: CC1CCCC2(C(O2)CC(NC(=O)CC(C(C(=O)C(C1O)C)(C)C)O)C(=CC3=CSC(=N3)C)C)C. Cell line: K-562. Synergy scores: CSS=-3.27, Synergy_ZIP=-8.35, Synergy_Bliss=-13.3, Synergy_Loewe=-14.4, Synergy_HSA=-13.2.